Task: Predict the product of the given reaction.. Dataset: Forward reaction prediction with 1.9M reactions from USPTO patents (1976-2016) (1) Given the reactants [OH-].[Na+].[CH3:3][N:4]1[C:8]2[CH:9]=[C:10]([CH3:13])[CH:11]=[CH:12][C:7]=2[O:6]C1=O.Cl.C(=O)([O-])[O-].[Na+].[Na+], predict the reaction product. The product is: [CH3:13][C:10]1[CH:11]=[CH:12][C:7]([OH:6])=[C:8]([NH:4][CH3:3])[CH:9]=1. (2) The product is: [NH:11]1[C:12]2[C:8](=[CH:7][CH:6]=[CH:5][C:4]=2[C:1]([NH2:2])=[O:3])[CH:9]=[CH:10]1. Given the reactants [C:1]([C:4]1[CH:5]=[CH:6][C:7](C2C=C(C=CC=2)C(O)=O)=[C:8]2[C:12]=1[NH:11][CH:10]=[CH:9]2)(=[O:3])[NH2:2].CN(C(ON1N=NC2C=CC=CC1=2)=[N+](C)C)C.[B-](F)(F)(F)F.CCN(C(C)C)C(C)C.NCC#N.Cl, predict the reaction product. (3) Given the reactants [C:1]1(B(O)O)[CH:6]=[CH:5][CH:4]=[CH:3][CH:2]=1.C([O-])([O-])=O.[K+].[K+].Br[C:17]1[CH:22]=[CH:21][C:20]([OH:23])=[CH:19][C:18]=1[O:24][CH3:25].Cl, predict the reaction product. The product is: [CH3:25][O:24][C:18]1[CH:19]=[C:20]([OH:23])[CH:21]=[CH:22][C:17]=1[C:1]1[CH:6]=[CH:5][CH:4]=[CH:3][CH:2]=1.